Dataset: Forward reaction prediction with 1.9M reactions from USPTO patents (1976-2016). Task: Predict the product of the given reaction. (1) Given the reactants C(NC(C)C)(C)C.C([Li])CCC.[F:13][C:14]1[CH:19]=[CH:18][C:17]([CH:20]([N:22]2[CH2:27][CH2:26][CH2:25][CH2:24][C:23]2=[O:28])[CH3:21])=[CH:16][CH:15]=1.CON(C)[C:32](=[O:47])[C:33]1[CH:38]=[CH:37][C:36]([N:39]2[CH:43]=[C:42]([CH3:44])[N:41]=[CH:40]2)=[C:35]([O:45][CH3:46])[CH:34]=1, predict the reaction product. The product is: [F:13][C:14]1[CH:15]=[CH:16][C:17]([C@@H:20]([N:22]2[CH2:27][CH2:26][CH2:25][CH:24]([C:32](=[O:47])[C:33]3[CH:38]=[CH:37][C:36]([N:39]4[CH:43]=[C:42]([CH3:44])[N:41]=[CH:40]4)=[C:35]([O:45][CH3:46])[CH:34]=3)[C:23]2=[O:28])[CH3:21])=[CH:18][CH:19]=1. (2) Given the reactants [CH:1]([NH:4][C:5]1[N:10]=[C:9]([C:11](=O)[C:12]([C:14]2[CH:19]=[CH:18][C:17]([F:20])=[CH:16][CH:15]=2)=O)[CH:8]=[CH:7][N:6]=1)([CH3:3])[CH3:2].[CH2:22]1[N:27]2CN3CN(C2)C[N:23]1C3.[O-]S([O-])(=O)=O.[Na+].[Na+].[CH3:39]C(O)=O, predict the reaction product. The product is: [C:1]([NH:4][C:5]1[N:10]=[C:9]([C:11]2[N:23]=[CH:22][NH:27][C:12]=2[C:14]2[CH:19]=[CH:18][C:17]([F:20])=[CH:16][CH:15]=2)[CH:8]=[CH:7][N:6]=1)([CH3:39])([CH3:3])[CH3:2].